Dataset: Full USPTO retrosynthesis dataset with 1.9M reactions from patents (1976-2016). Task: Predict the reactants needed to synthesize the given product. (1) Given the product [S:21]1[C:25]2[CH:26]=[CH:27][CH:28]=[CH:29][C:24]=2[N:23]=[C:22]1[NH:30][C:18]([C:11]1[CH:12]=[CH:13][CH:14]=[C:15]2[C:10]=1[CH2:9][N:8]([C:6]([O:5][C:1]([CH3:4])([CH3:3])[CH3:2])=[O:7])[CH2:17][CH2:16]2)=[O:19], predict the reactants needed to synthesize it. The reactants are: [C:1]([O:5][C:6]([N:8]1[CH2:17][CH2:16][C:15]2[C:10](=[C:11]([C:18](O)=[O:19])[CH:12]=[CH:13][CH:14]=2)[CH2:9]1)=[O:7])([CH3:4])([CH3:3])[CH3:2].[S:21]1[C:25]2[CH:26]=[CH:27][CH:28]=[CH:29][C:24]=2[N:23]=[C:22]1[NH2:30].Cl.C(N=C=NCCCN(C)C)C. (2) Given the product [N+:1]([C:4]1[CH:5]=[C:6]([CH:9]=[CH:10][C:11]=1[NH:12][CH2:16][CH2:17][CH3:18])[C:7]#[N:8])([O-:3])=[O:2], predict the reactants needed to synthesize it. The reactants are: [N+:1]([C:4]1[CH:5]=[C:6]([CH:9]=[CH:10][C:11]=1[NH2:12])[C:7]#[N:8])([O-:3])=[O:2].[H-].[Na+].I[CH2:16][CH2:17][CH3:18].